From a dataset of NCI-60 drug combinations with 297,098 pairs across 59 cell lines. Regression. Given two drug SMILES strings and cell line genomic features, predict the synergy score measuring deviation from expected non-interaction effect. (1) Drug 1: C(=O)(N)NO. Drug 2: CC1=C(N=C(N=C1N)C(CC(=O)N)NCC(C(=O)N)N)C(=O)NC(C(C2=CN=CN2)OC3C(C(C(C(O3)CO)O)O)OC4C(C(C(C(O4)CO)O)OC(=O)N)O)C(=O)NC(C)C(C(C)C(=O)NC(C(C)O)C(=O)NCCC5=NC(=CS5)C6=NC(=CS6)C(=O)NCCC[S+](C)C)O. Cell line: HCT-15. Synergy scores: CSS=37.5, Synergy_ZIP=-16.0, Synergy_Bliss=-9.06, Synergy_Loewe=-52.0, Synergy_HSA=-8.49. (2) Drug 1: CC1CCC2CC(C(=CC=CC=CC(CC(C(=O)C(C(C(=CC(C(=O)CC(OC(=O)C3CCCCN3C(=O)C(=O)C1(O2)O)C(C)CC4CCC(C(C4)OC)OCCO)C)C)O)OC)C)C)C)OC. Drug 2: C#CCC(CC1=CN=C2C(=N1)C(=NC(=N2)N)N)C3=CC=C(C=C3)C(=O)NC(CCC(=O)O)C(=O)O. Cell line: NCI-H460. Synergy scores: CSS=62.3, Synergy_ZIP=1.88, Synergy_Bliss=-0.733, Synergy_Loewe=-0.531, Synergy_HSA=-0.382. (3) Drug 1: CC12CCC3C(C1CCC2=O)CC(=C)C4=CC(=O)C=CC34C. Drug 2: C1=NC(=NC(=O)N1C2C(C(C(O2)CO)O)O)N. Cell line: SW-620. Synergy scores: CSS=41.2, Synergy_ZIP=-0.910, Synergy_Bliss=3.19, Synergy_Loewe=-0.886, Synergy_HSA=3.23. (4) Drug 1: C1C(C(OC1N2C=NC3=C(N=C(N=C32)Cl)N)CO)O. Synergy scores: CSS=72.9, Synergy_ZIP=-2.42, Synergy_Bliss=-4.07, Synergy_Loewe=-4.44, Synergy_HSA=-2.95. Cell line: MOLT-4. Drug 2: CC=C1C(=O)NC(C(=O)OC2CC(=O)NC(C(=O)NC(CSSCCC=C2)C(=O)N1)C(C)C)C(C)C. (5) Drug 1: CC1=C(C=C(C=C1)NC2=NC=CC(=N2)N(C)C3=CC4=NN(C(=C4C=C3)C)C)S(=O)(=O)N.Cl. Drug 2: CC1C(C(=O)NC(C(=O)N2CCCC2C(=O)N(CC(=O)N(C(C(=O)O1)C(C)C)C)C)C(C)C)NC(=O)C3=C4C(=C(C=C3)C)OC5=C(C(=O)C(=C(C5=N4)C(=O)NC6C(OC(=O)C(N(C(=O)CN(C(=O)C7CCCN7C(=O)C(NC6=O)C(C)C)C)C)C(C)C)C)N)C. Cell line: HCT116. Synergy scores: CSS=19.3, Synergy_ZIP=32.6, Synergy_Bliss=32.5, Synergy_Loewe=30.2, Synergy_HSA=30.5. (6) Drug 1: CC12CCC(CC1=CCC3C2CCC4(C3CC=C4C5=CN=CC=C5)C)O. Drug 2: CC(C)(C#N)C1=CC(=CC(=C1)CN2C=NC=N2)C(C)(C)C#N. Cell line: CAKI-1. Synergy scores: CSS=2.05, Synergy_ZIP=-2.58, Synergy_Bliss=-4.36, Synergy_Loewe=-4.98, Synergy_HSA=-2.64.